From a dataset of Reaction yield outcomes from USPTO patents with 853,638 reactions. Predict the reaction yield, written as a fraction of the theoretical maximum amount of product (1.0 means a 100% yield; for example, 0.34 means a 34% yield). (1) The reactants are [OH-].[K+].C[O:4][C:5](=O)[CH:6]=[C:7]([C:9]1[CH:14]=[CH:13][C:12]([O:15][CH2:16][C:17]2[CH:22]=[CH:21][CH:20]=[C:19]([F:23])[CH:18]=2)=[CH:11][CH:10]=1)[CH3:8].C(Cl)(=O)C(Cl)=O.[CH3:31][NH2:32]. The catalyst is CO.ClCCl.CN(C)C=O.C1COCC1. The product is [CH3:31][NH:32][C:5](=[O:4])[CH:6]=[C:7]([C:9]1[CH:14]=[CH:13][C:12]([O:15][CH2:16][C:17]2[CH:22]=[CH:21][CH:20]=[C:19]([F:23])[CH:18]=2)=[CH:11][CH:10]=1)[CH3:8]. The yield is 0.500. (2) The reactants are [C:1]([C:5]1[CH:6]=[CH:7][C:8]([CH3:20])=[C:9]([NH:11][C:12]2[C:17]([F:18])=[CH:16][N:15]=[C:14](Cl)[N:13]=2)[CH:10]=1)([CH3:4])([CH3:3])[CH3:2].[CH3:21][O:22][C:23]1[CH:28]=[CH:27][C:26]([N:29]2[CH2:34][CH2:33][NH:32][CH2:31][C:30]2([CH3:36])[CH3:35])=[CH:25][CH:24]=1.C(N(C(C)C)CC)(C)C. The catalyst is CC(O)C. The product is [C:1]([C:5]1[CH:6]=[CH:7][C:8]([CH3:20])=[C:9]([NH:11][C:12]2[C:17]([F:18])=[CH:16][N:15]=[C:14]([N:32]3[CH2:33][CH2:34][N:29]([C:26]4[CH:27]=[CH:28][C:23]([O:22][CH3:21])=[CH:24][CH:25]=4)[C:30]([CH3:36])([CH3:35])[CH2:31]3)[N:13]=2)[CH:10]=1)([CH3:4])([CH3:3])[CH3:2]. The yield is 0.570. (3) The reactants are Br[C:2]1[CH:3]=[N:4][CH:5]=[C:6]([O:8][CH2:9][C@@H:10]2[CH2:14][CH2:13][CH2:12][N:11]2[C:15]([O:17][C:18]([CH3:21])([CH3:20])[CH3:19])=[O:16])[CH:7]=1.[O:22]([CH2:29][CH2:30][CH:31]1[CH2:36][CH2:35][NH:34][CH2:33][CH2:32]1)[C:23]1[CH:28]=[CH:27][CH:26]=[CH:25][CH:24]=1.CC(C)([O-])C.[Na+].C1(P(C2C=CC=CC=2)C2C3OC4C(=CC=CC=4P(C4C=CC=CC=4)C4C=CC=CC=4)C(C)(C)C=3C=CC=2)C=CC=CC=1. The catalyst is C1(C)C=CC=CC=1.C1C=CC(/C=C/C(/C=C/C2C=CC=CC=2)=O)=CC=1.C1C=CC(/C=C/C(/C=C/C2C=CC=CC=2)=O)=CC=1.C1C=CC(/C=C/C(/C=C/C2C=CC=CC=2)=O)=CC=1.[Pd].[Pd]. The product is [C:18]([O:17][C:15]([N:11]1[CH2:12][CH2:13][CH2:14][C@H:10]1[CH2:9][O:8][C:6]1[CH:5]=[N:4][CH:3]=[C:2]([N:34]2[CH2:35][CH2:36][CH:31]([CH2:30][CH2:29][O:22][C:23]3[CH:24]=[CH:25][CH:26]=[CH:27][CH:28]=3)[CH2:32][CH2:33]2)[CH:7]=1)=[O:16])([CH3:21])([CH3:20])[CH3:19]. The yield is 0.530. (4) The reactants are [Cl:1][C:2]1[CH:7]=[CH:6][C:5]([C:8]([C:10]2[N:18]3[C:13]([CH:14]=[C:15]([CH:19]([CH3:21])[CH3:20])[CH:16]=[CH:17]3)=[C:12]([C:22](=[O:27])[C:23]([CH3:26])([CH3:25])[CH3:24])[C:11]=2[CH2:28][C:29]([CH3:34])([CH3:33])[C:30](O)=[O:31])=[O:9])=[CH:4][CH:3]=1.F[P-](F)(F)(F)(F)F.N1(OC(N(C)C)=[N+](C)C)[C:46]2[N:47]=[CH:48]C=CC=2N=N1.Cl.CNC. No catalyst specified. The product is [Cl:1][C:2]1[CH:3]=[CH:4][C:5]([C:8]([C:10]2[N:18]3[C:13]([CH:14]=[C:15]([CH:19]([CH3:21])[CH3:20])[CH:16]=[CH:17]3)=[C:12]([C:22](=[O:27])[C:23]([CH3:25])([CH3:26])[CH3:24])[C:11]=2[CH2:28][C:29]([CH3:33])([CH3:34])[C:30]([N:47]([CH3:48])[CH3:46])=[O:31])=[O:9])=[CH:6][CH:7]=1. The yield is 0.340. (5) The reactants are [C:1]1([C:7]2[CH:8]=[C:9]([C:22]([NH2:24])=[O:23])[C:10]3[CH:11]=[N:12][N:13]([CH:16]4[CH2:21][CH2:20][NH:19][CH2:18][CH2:17]4)[C:14]=3[CH:15]=2)[CH:6]=[CH:5][CH:4]=[CH:3][CH:2]=1.C(N(CC)CC)C.[F:32][C:33]1[CH:38]=[CH:37][C:36]([S:39](Cl)(=[O:41])=[O:40])=[CH:35][CH:34]=1. The catalyst is CN(C=O)C.CN(C1C=CN=CC=1)C. The product is [F:32][C:33]1[CH:38]=[CH:37][C:36]([S:39]([N:19]2[CH2:20][CH2:21][CH:16]([N:13]3[C:14]4[CH:15]=[C:7]([C:1]5[CH:2]=[CH:3][CH:4]=[CH:5][CH:6]=5)[CH:8]=[C:9]([C:22]([NH2:24])=[O:23])[C:10]=4[CH:11]=[N:12]3)[CH2:17][CH2:18]2)(=[O:41])=[O:40])=[CH:35][CH:34]=1. The yield is 0.200. (6) The reactants are [NH2:1][C:2]1[C:10]([CH3:11])=[CH:9][CH:8]=[CH:7][C:3]=1[C:4](O)=[O:5].C1C=CC2N(O)N=[N:18]C=2C=1.CCN(C(C)C)C(C)C.N.CO. The catalyst is CN(C=O)C. The product is [NH2:1][C:2]1[C:10]([CH3:11])=[CH:9][CH:8]=[CH:7][C:3]=1[C:4]([NH2:18])=[O:5]. The yield is 0.630.